Dataset: NCI-60 drug combinations with 297,098 pairs across 59 cell lines. Task: Regression. Given two drug SMILES strings and cell line genomic features, predict the synergy score measuring deviation from expected non-interaction effect. (1) Drug 1: CCCCC(=O)OCC(=O)C1(CC(C2=C(C1)C(=C3C(=C2O)C(=O)C4=C(C3=O)C=CC=C4OC)O)OC5CC(C(C(O5)C)O)NC(=O)C(F)(F)F)O. Drug 2: CC1C(C(CC(O1)OC2CC(CC3=C2C(=C4C(=C3O)C(=O)C5=C(C4=O)C(=CC=C5)OC)O)(C(=O)CO)O)N)O.Cl. Cell line: COLO 205. Synergy scores: CSS=51.8, Synergy_ZIP=-0.879, Synergy_Bliss=-0.435, Synergy_Loewe=-4.92, Synergy_HSA=-0.443. (2) Drug 1: C1=CC(=C2C(=C1NCCNCCO)C(=O)C3=C(C=CC(=C3C2=O)O)O)NCCNCCO. Drug 2: C1C(C(OC1N2C=NC3=C(N=C(N=C32)Cl)N)CO)O. Cell line: T-47D. Synergy scores: CSS=24.0, Synergy_ZIP=-7.34, Synergy_Bliss=-0.779, Synergy_Loewe=-8.88, Synergy_HSA=-0.901. (3) Drug 1: CC1C(C(CC(O1)OC2CC(CC3=C2C(=C4C(=C3O)C(=O)C5=C(C4=O)C(=CC=C5)OC)O)(C(=O)C)O)N)O.Cl. Drug 2: C1=NC2=C(N=C(N=C2N1C3C(C(C(O3)CO)O)F)Cl)N. Cell line: SK-MEL-5. Synergy scores: CSS=25.9, Synergy_ZIP=-3.25, Synergy_Bliss=-1.03, Synergy_Loewe=-12.7, Synergy_HSA=-1.69. (4) Drug 1: CNC(=O)C1=CC=CC=C1SC2=CC3=C(C=C2)C(=NN3)C=CC4=CC=CC=N4. Drug 2: C1CCN(CC1)CCOC2=CC=C(C=C2)C(=O)C3=C(SC4=C3C=CC(=C4)O)C5=CC=C(C=C5)O. Cell line: NCIH23. Synergy scores: CSS=3.80, Synergy_ZIP=2.36, Synergy_Bliss=5.91, Synergy_Loewe=1.46, Synergy_HSA=2.32. (5) Drug 1: CC1OCC2C(O1)C(C(C(O2)OC3C4COC(=O)C4C(C5=CC6=C(C=C35)OCO6)C7=CC(=C(C(=C7)OC)O)OC)O)O. Drug 2: CC1=C2C(C(=O)C3(C(CC4C(C3C(C(C2(C)C)(CC1OC(=O)C(C(C5=CC=CC=C5)NC(=O)OC(C)(C)C)O)O)OC(=O)C6=CC=CC=C6)(CO4)OC(=O)C)O)C)O. Cell line: SF-295. Synergy scores: CSS=54.9, Synergy_ZIP=-7.59, Synergy_Bliss=-5.43, Synergy_Loewe=-4.60, Synergy_HSA=-0.482. (6) Drug 1: CC1=C(C(CCC1)(C)C)C=CC(=CC=CC(=CC(=O)O)C)C. Drug 2: CNC(=O)C1=NC=CC(=C1)OC2=CC=C(C=C2)NC(=O)NC3=CC(=C(C=C3)Cl)C(F)(F)F. Cell line: OVCAR-4. Synergy scores: CSS=2.54, Synergy_ZIP=0.206, Synergy_Bliss=3.83, Synergy_Loewe=0.437, Synergy_HSA=1.93. (7) Drug 1: C1CC2CC3=C(CC1C24CN(S(=O)(=O)N4)CC(F)(F)F)C=CC(=C3)C=CCN5CCC(CC5)C(F)(F)F. Drug 2: CC1C(C(CC(O1)OC2CC(CC3=C2C(=C4C(=C3O)C(=O)C5=C(C4=O)C(=CC=C5)OC)O)(C(=O)CO)O)N)O. Cell line: NCI-H460. Synergy scores: CSS=52.5, Synergy_ZIP=-5.39, Synergy_Bliss=-5.64, Synergy_Loewe=-6.11, Synergy_HSA=-0.589. (8) Cell line: ACHN. Drug 2: CC1CCCC2(C(O2)CC(NC(=O)CC(C(C(=O)C(C1O)C)(C)C)O)C(=CC3=CSC(=N3)C)C)C. Drug 1: CC1=C(N=C(N=C1N)C(CC(=O)N)NCC(C(=O)N)N)C(=O)NC(C(C2=CN=CN2)OC3C(C(C(C(O3)CO)O)O)OC4C(C(C(C(O4)CO)O)OC(=O)N)O)C(=O)NC(C)C(C(C)C(=O)NC(C(C)O)C(=O)NCCC5=NC(=CS5)C6=NC(=CS6)C(=O)NCCC[S+](C)C)O. Synergy scores: CSS=65.9, Synergy_ZIP=-6.57, Synergy_Bliss=-7.02, Synergy_Loewe=-0.824, Synergy_HSA=0.489. (9) Drug 1: C1=C(C(=O)NC(=O)N1)N(CCCl)CCCl. Drug 2: CC1=C(C=C(C=C1)C(=O)NC2=CC(=CC(=C2)C(F)(F)F)N3C=C(N=C3)C)NC4=NC=CC(=N4)C5=CN=CC=C5. Cell line: OVCAR-4. Synergy scores: CSS=-0.103, Synergy_ZIP=-0.115, Synergy_Bliss=-0.975, Synergy_Loewe=-2.73, Synergy_HSA=-2.68.